This data is from Reaction yield outcomes from USPTO patents with 853,638 reactions. The task is: Predict the reaction yield, written as a fraction of the theoretical maximum amount of product (1.0 means a 100% yield; for example, 0.34 means a 34% yield). (1) The reactants are [OH:1][C:2]1[CH:7]=[CH:6][C:5]([C:8](=[O:10])[CH3:9])=[CH:4][CH:3]=1.FC(F)(F)S(O[CH2:17][C:18]([F:21])([F:20])[F:19])(=O)=O.C(=O)([O-])[O-].[Cs+].[Cs+].C(=O)([O-])O.[Na+]. The catalyst is CN(C=O)C. The product is [F:19][C:18]([F:21])([F:20])[CH2:17][O:1][C:2]1[CH:7]=[CH:6][C:5]([C:8](=[O:10])[CH3:9])=[CH:4][CH:3]=1. The yield is 0.810. (2) The reactants are NC1C=CC=CC=1[C:4](O)=[O:5].[NH2:11][C:12]1[CH:20]=[CH:19][C:18]([Cl:21])=[CH:17][C:13]=1[C:14]([OH:16])=[O:15].ClC(Cl)(OC(=O)OC(Cl)(Cl)Cl)Cl. The catalyst is C1COCC1. The product is [Cl:21][C:18]1[CH:17]=[C:13]2[C:14]([O:16][C:4](=[O:5])[NH:11][C:12]2=[CH:20][CH:19]=1)=[O:15]. The yield is 0.890.